This data is from Reaction yield outcomes from USPTO patents with 853,638 reactions. The task is: Predict the reaction yield, written as a fraction of the theoretical maximum amount of product (1.0 means a 100% yield; for example, 0.34 means a 34% yield). (1) The reactants are C[N:2](C)[CH:3]=[CH:4][C:5]([C:7]1[CH:12]=[CH:11][CH:10]=[C:9]([OH:13])[CH:8]=1)=[O:6].Cl.NO. The catalyst is O1CCOCC1.O. The product is [O:6]1[C:5]([C:7]2[CH:8]=[C:9]([OH:13])[CH:10]=[CH:11][CH:12]=2)=[CH:4][CH:3]=[N:2]1. The yield is 0.755. (2) The reactants are [F:1][C:2]1[CH:3]=[C:4]([OH:8])[CH:5]=[CH:6][CH:7]=1.[Cl-].[Mg+2].[Cl-].C(N(CC)CC)C.[CH2:19]=[O:20].Cl. The catalyst is C(#N)C. The product is [OH:8][C:4]1[CH:3]=[C:2]([F:1])[CH:7]=[CH:6][C:5]=1[CH:19]=[O:20]. The yield is 0.720. (3) The reactants are [CH2:1]([C:5]1[N:10]2[N:11]=[CH:12][N:13]=[C:9]2[N:8]([CH:14]2[CH2:25][CH2:24][C:17]3([O:21][CH:20]([CH3:22])[CH:19]([CH3:23])[O:18]3)[CH2:16][CH2:15]2)[C:7](=[O:26])[C:6]=1[CH2:27][C:28]1[CH:33]=[CH:32][C:31]([C:34]2[C:35]([C:40]#[N:41])=[CH:36][CH:37]=[CH:38][CH:39]=2)=[CH:30][CH:29]=1)[CH2:2][CH2:3][CH3:4].C([BH3-])#N.[Na+].O1CCCC1. The catalyst is C(OCC)(=O)C. The product is [CH2:1]([C:5]1[N:10]2[N:11]=[CH:12][N:13]=[C:9]2[N:8]([C@H:14]2[CH2:25][CH2:24][C@H:17]([O:18][CH:19]([CH3:23])[CH:20]([OH:21])[CH3:22])[CH2:16][CH2:15]2)[C:7](=[O:26])[C:6]=1[CH2:27][C:28]1[CH:33]=[CH:32][C:31]([C:34]2[C:35]([C:40]#[N:41])=[CH:36][CH:37]=[CH:38][CH:39]=2)=[CH:30][CH:29]=1)[CH2:2][CH2:3][CH3:4]. The yield is 0.530. (4) The reactants are C[Si]([N-][Si](C)(C)C)(C)C.[Na+].[Br-].[CH2:12]([O:14][C:15]([CH2:17][CH2:18][CH2:19][CH2:20][CH2:21][CH2:22][P+](C1C=CC=CC=1)(C1C=CC=CC=1)C1C=CC=CC=1)=[O:16])[CH3:13].[N:42]1[CH:47]=[CH:46][CH:45]=[CH:44][C:43]=1[C:48]([C:50]1[CH:55]=[CH:54][CH:53]=[CH:52][N:51]=1)=O.[NH4+].[Cl-]. The catalyst is C1COCC1.CCOC(C)=O. The product is [CH2:12]([O:14][C:15](=[O:16])[CH2:17][CH2:18][CH2:19][CH2:20][CH2:21][CH:22]=[C:48]([C:43]1[CH:44]=[CH:45][CH:46]=[CH:47][N:42]=1)[C:50]1[CH:55]=[CH:54][CH:53]=[CH:52][N:51]=1)[CH3:13]. The yield is 0.400. (5) The reactants are [F:1][C:2]1[CH:7]=[CH:6][CH:5]=[C:4]([F:8])[C:3]=1[N:9]1[C:14]2[N:15]=[C:16]([NH:27][CH2:28][CH2:29][NH2:30])[N:17]=[C:18]([C:19]3[CH:24]=[CH:23][C:22]([F:25])=[CH:21][C:20]=3[CH3:26])[C:13]=2[CH:12]=[CH:11][C:10]1=[O:31].[CH2:32]([N:34]=[C:35]=[O:36])[CH3:33]. The catalyst is C1COCC1.C(Cl)Cl. The product is [F:1][C:2]1[CH:7]=[CH:6][CH:5]=[C:4]([F:8])[C:3]=1[N:9]1[C:14]2[N:15]=[C:16]([NH:27][CH2:28][CH2:29][NH:30][C:35]([NH:34][CH2:32][CH3:33])=[O:36])[N:17]=[C:18]([C:19]3[CH:24]=[CH:23][C:22]([F:25])=[CH:21][C:20]=3[CH3:26])[C:13]=2[CH:12]=[CH:11][C:10]1=[O:31]. The yield is 0.604. (6) The reactants are [CH2:1]([N:8]1[CH2:17][CH2:16][C:15]2[N:14]=[C:13]([C:18]([OH:20])=[O:19])[CH:12]=[CH:11][C:10]=2[CH2:9]1)[C:2]1[CH:7]=[CH:6][CH:5]=[CH:4][CH:3]=1.[ClH:21].[CH3:22]O. No catalyst specified. The product is [ClH:21].[CH2:1]([N:8]1[CH2:17][CH2:16][C:15]2[N:14]=[C:13]([C:18]([O:20][CH3:22])=[O:19])[CH:12]=[CH:11][C:10]=2[CH2:9]1)[C:2]1[CH:3]=[CH:4][CH:5]=[CH:6][CH:7]=1. The yield is 1.00.